Dataset: Forward reaction prediction with 1.9M reactions from USPTO patents (1976-2016). Task: Predict the product of the given reaction. (1) The product is: [O:1]1[CH:5]=[CH:4][N:3]=[C:2]1[CH:6]([NH:8][C:9]([C:11]1[C:19]2[C:14](=[N:15][CH:16]=[C:17]([C:20]3[C:28]4[C:23](=[CH:24][C:25]([F:29])=[CH:26][CH:27]=4)[N:22]([CH3:30])[N:21]=3)[N:18]=2)[NH:13][CH:12]=1)=[O:10])[CH3:7]. Given the reactants [O:1]1[CH:5]=[CH:4][N:3]=[C:2]1[CH:6]([NH:8][C:9]([C:11]1[C:19]2[C:14](=[N:15][CH:16]=[C:17]([C:20]3[C:28]4[C:23](=[CH:24][C:25]([F:29])=[CH:26][CH:27]=4)[N:22]([CH3:30])[N:21]=3)[N:18]=2)[N:13](COCC[Si](C)(C)C)[CH:12]=1)=[O:10])[CH3:7].FC(F)(F)C(O)=O.C(N)CN, predict the reaction product. (2) Given the reactants Cl[C:2]1[C:3]2[N:10]=[C:9]([CH2:11][CH2:12][C:13]3[CH:18]=[CH:17][CH:16]=[CH:15][CH:14]=3)[S:8][C:4]=2[N:5]=[CH:6][N:7]=1.[NH:19]1[C:27]2[C:22](=[CH:23][C:24]([NH2:28])=[CH:25][CH:26]=2)[CH:21]=[N:20]1, predict the reaction product. The product is: [NH:19]1[C:27]2[C:22](=[CH:23][C:24]([NH:28][C:2]3[C:3]4[N:10]=[C:9]([CH2:11][CH2:12][C:13]5[CH:18]=[CH:17][CH:16]=[CH:15][CH:14]=5)[S:8][C:4]=4[N:5]=[CH:6][N:7]=3)=[CH:25][CH:26]=2)[CH:21]=[N:20]1. (3) The product is: [CH3:53][O:54][C:55]1[CH:60]=[CH:59][C:58]([O:61][CH3:62])=[CH:57][C:56]=1[C:63]1[CH:68]=[CH:67][CH:66]=[C:65]([NH:69][C:24]([C:19]2[C:20](=[O:23])[O:21][C:22]3[C:17]([CH:18]=2)=[CH:16][CH:15]=[CH:14][C:13]=3[O:12][C:11]([F:10])([F:28])[F:27])=[O:26])[CH:64]=1. Given the reactants CCN(C(C)C)C(C)C.[F:10][C:11]([F:28])([F:27])[O:12][C:13]1[CH:14]=[CH:15][CH:16]=[C:17]2[C:22]=1[O:21][C:20](=[O:23])[C:19]([C:24]([OH:26])=O)=[CH:18]2.CN(C(ON1N=NC2C=CC=NC1=2)=[N+](C)C)C.F[P-](F)(F)(F)(F)F.[CH3:53][O:54][C:55]1[CH:60]=[CH:59][C:58]([O:61][CH3:62])=[CH:57][C:56]=1[C:63]1[CH:68]=[CH:67][CH:66]=[C:65]([NH2:69])[CH:64]=1, predict the reaction product. (4) Given the reactants [N:1]([C:4]1[CH:9]=[CH:8][CH:7]=[C:6]([Cl:10])[N:5]=1)=[N+:2]=[N-:3].C(OC=[C:15]([C:21](=O)[C:22]([F:25])([F:24])[F:23])[C:16]([O:18][CH2:19][CH3:20])=[O:17])C, predict the reaction product. The product is: [Cl:10][C:6]1[N:5]=[C:4]([N:1]2[C:21]([C:22]([F:23])([F:25])[F:24])=[C:15]([C:16]([O:18][CH2:19][CH3:20])=[O:17])[N:3]=[N:2]2)[CH:9]=[CH:8][CH:7]=1. (5) Given the reactants [CH2:1]([O:3][C:4]1[CH:13]=[CH:12][CH:11]=[CH:10][C:5]=1[O:6][CH2:7][CH2:8][NH2:9])[CH3:2].[CH3:14][O:15][C:16]1[CH:21]=[CH:20][C:19]([CH2:22][C:23](=O)[CH3:24])=[CH:18][C:17]=1[S:26]([NH2:29])(=[O:28])=[O:27].[H][H], predict the reaction product. The product is: [CH3:2][CH2:1][O:3][C:4]1[CH:13]=[CH:12][CH:11]=[CH:10][C:5]=1[O:6][CH2:7][CH2:8][NH:9][C@@H:23]([CH2:22][C:19]1[CH:20]=[CH:21][C:16]([O:15][CH3:14])=[C:17]([S:26]([NH2:29])(=[O:28])=[O:27])[CH:18]=1)[CH3:24]. (6) The product is: [ClH:23].[ClH:23].[Cl:23][C:11]1[CH:12]=[N:13][C:14]2[C:19]([C:10]=1[CH2:9][CH2:8][N:5]1[CH2:6][CH2:7][C@H:2]([NH:1][CH2:36][C:33]3[CH:34]=[CH:35][C:29]4[S:28][CH2:27][C:26](=[O:25])[NH:31][C:30]=4[N:32]=3)[C@H:3]([OH:24])[CH2:4]1)=[CH:18][C:17]([O:20][CH3:21])=[CH:16][C:15]=2[F:22]. Given the reactants [NH2:1][C@H:2]1[CH2:7][CH2:6][N:5]([CH2:8][CH2:9][C:10]2[C:19]3[C:14](=[C:15]([F:22])[CH:16]=[C:17]([O:20][CH3:21])[CH:18]=3)[N:13]=[CH:12][C:11]=2[Cl:23])[CH2:4][C@H:3]1[OH:24].[O:25]=[C:26]1[NH:31][C:30]2[N:32]=[C:33]([CH:36]=O)[CH:34]=[CH:35][C:29]=2[S:28][CH2:27]1, predict the reaction product.